Task: Predict the reactants needed to synthesize the given product.. Dataset: Full USPTO retrosynthesis dataset with 1.9M reactions from patents (1976-2016) (1) Given the product [Cl:1][C:2]1[CH:3]=[C:4]2[C:9](=[C:10]([Cl:12])[CH:11]=1)[CH2:8][N:7]([CH3:13])[CH2:6][CH:5]2[C:14]1[CH:19]=[CH:18][C:17]([NH:20][C:21]([NH:23][CH2:24][CH2:25][CH2:26][CH:28]2[C:29](=[O:37])[O:30][C:31]([CH3:35])([CH3:36])[O:32][C:33]2=[O:34])=[O:22])=[CH:16][CH:15]=1, predict the reactants needed to synthesize it. The reactants are: [Cl:1][C:2]1[CH:3]=[C:4]2[C:9](=[C:10]([Cl:12])[CH:11]=1)[CH2:8][N:7]([CH3:13])[CH2:6][CH:5]2[C:14]1[CH:19]=[CH:18][C:17]([NH:20][C:21]([NH:23][CH2:24][CH2:25][C:26]([CH:28]2[C:33](=[O:34])[O:32][C:31]([CH3:36])([CH3:35])[O:30][C:29]2=[O:37])=O)=[O:22])=[CH:16][CH:15]=1.C(O)(=O)C. (2) Given the product [NH2:20][CH2:23][C@@H:24]1[O:28][C:27](=[O:29])[N:26]([C:30]2[CH:35]=[CH:34][C:33]([C:36]([NH:38][O:39][CH3:40])=[O:37])=[C:32]([F:41])[CH:31]=2)[CH2:25]1, predict the reactants needed to synthesize it. The reactants are: C1(P(C2C=CC=CC=2)C2C=CC=CC=2)C=CC=CC=1.[N:20]([CH2:23][C@H:24]1[O:28][C:27](=[O:29])[N:26]([C:30]2[CH:35]=[CH:34][C:33]([C:36]([NH:38][O:39][CH3:40])=[O:37])=[C:32]([F:41])[CH:31]=2)[CH2:25]1)=[N+]=[N-].O. (3) Given the product [Cl:8][C:6]1[CH:7]=[C:2]([O:24][CH:22]([CH3:23])[CH3:21])[N:3]=[C:4]([S:9][CH2:10][C:11]2[CH:16]=[CH:15][CH:14]=[C:13]([F:17])[C:12]=2[F:18])[N:5]=1, predict the reactants needed to synthesize it. The reactants are: Cl[C:2]1[CH:7]=[C:6]([Cl:8])[N:5]=[C:4]([S:9][CH2:10][C:11]2[CH:16]=[CH:15][CH:14]=[C:13]([F:17])[C:12]=2[F:18])[N:3]=1.[H-].[Na+].[CH3:21][CH:22]([OH:24])[CH3:23]. (4) Given the product [NH2:2][CH2:1][C:3]1[N:4]=[C:5]([NH:25][CH2:26][CH2:27][C:28]([F:30])([F:31])[F:29])[C:6]2[N:7]([C:9]([C:12]3[CH:23]=[CH:22][C:15]([C:16]([NH:18][CH:19]4[CH2:20][CH2:21]4)=[O:17])=[C:14]([CH3:24])[CH:13]=3)=[CH:10][N:11]=2)[CH:8]=1, predict the reactants needed to synthesize it. The reactants are: [C:1]([C:3]1[N:4]=[C:5]([NH:25][CH2:26][CH2:27][C:28]([F:31])([F:30])[F:29])[C:6]2[N:7]([C:9]([C:12]3[CH:23]=[CH:22][C:15]([C:16]([NH:18][CH:19]4[CH2:21][CH2:20]4)=[O:17])=[C:14]([CH3:24])[CH:13]=3)=[CH:10][N:11]=2)[CH:8]=1)#[N:2]. (5) Given the product [C:16]([C:20]1[CH:25]=[CH:24][C:23]([C:11]2[CH:12]=[C:13]3[C:8](=[CH:9][CH:10]=2)[N:7]([CH2:33][C:32]2[CH:35]=[CH:36][CH:37]=[C:30]([Cl:29])[CH:31]=2)[C:6]([C:4]([OH:3])=[O:5])=[C:14]3[NH:46][C:38]([C:39]2[CH:40]=[N:41][CH:42]=[CH:43][CH:44]=2)=[O:45])=[CH:22][CH:21]=1)([CH3:19])([CH3:18])[CH3:17], predict the reactants needed to synthesize it. The reactants are: C([O:3][C:4]([C:6]1[NH:7][C:8]2[C:13]([CH:14]=1)=[CH:12][C:11](Br)=[CH:10][CH:9]=2)=[O:5])C.[C:16]([C:20]1[CH:25]=[CH:24][C:23](B(O)O)=[CH:22][CH:21]=1)([CH3:19])([CH3:18])[CH3:17].[Cl:29][C:30]1[CH:31]=[C:32]([CH:35]=[CH:36][CH:37]=1)[CH2:33]Cl.[C:38]([NH2:46])(=[O:45])[C:39]1[CH:44]=[CH:43][CH:42]=[N:41][CH:40]=1. (6) Given the product [CH3:37][N:38]([CH3:39])[CH2:2][C:3]([NH:5][CH2:6][CH2:7][C:8]([NH:10][C:11]1[CH:12]=[C:13]2[C:18](=[CH:19][CH:20]=1)[N:17]=[CH:16][N:15]=[C:14]2[NH:21][C:22]1[CH:27]=[CH:26][C:25]([O:28][C:29]2[CH:30]=[N:31][C:32]([CH3:35])=[CH:33][CH:34]=2)=[C:24]([CH3:36])[CH:23]=1)=[O:9])=[O:4], predict the reactants needed to synthesize it. The reactants are: Cl[CH2:2][C:3]([NH:5][CH2:6][CH2:7][C:8]([NH:10][C:11]1[CH:12]=[C:13]2[C:18](=[CH:19][CH:20]=1)[N:17]=[CH:16][N:15]=[C:14]2[NH:21][C:22]1[CH:27]=[CH:26][C:25]([O:28][C:29]2[CH:30]=[N:31][C:32]([CH3:35])=[CH:33][CH:34]=2)=[C:24]([CH3:36])[CH:23]=1)=[O:9])=[O:4].[CH3:37][NH:38][CH3:39]. (7) Given the product [CH:1]1([N:7]([C@H:21]2[CH2:26][CH2:25][C@H:24]([CH2:27][O:28][C:29]3[CH:34]=[CH:33][C:32]([N:56]4[CH:60]=[CH:59][N:58]=[CH:57]4)=[CH:31][CH:30]=3)[CH2:23][CH2:22]2)[C:8](=[O:20])[NH:9][C:10]2[S:11][C:12]([S:15][CH2:16][C:17]([OH:19])=[O:18])=[CH:13][N:14]=2)[CH2:2][CH2:3][CH2:4][CH2:5][CH2:6]1, predict the reactants needed to synthesize it. The reactants are: [CH:1]1([N:7]([C@H:21]2[CH2:26][CH2:25][C@H:24]([CH2:27][O:28][C:29]3[CH:34]=[CH:33][CH:32]=[CH:31][CH:30]=3)[CH2:23][CH2:22]2)[C:8](=[O:20])[NH:9][C:10]2[S:11][C:12]([S:15][CH2:16][C:17]([OH:19])=[O:18])=[CH:13][N:14]=2)[CH2:6][CH2:5][CH2:4][CH2:3][CH2:2]1.C1(N[C@H]2CC[C@H](COC3C=CC([N:56]4[CH:60]=[CH:59][N:58]=[CH:57]4)=CC=3)CC2)CCCCC1.C(OC(=O)CSC1SC(N)=NC=1)C. (8) Given the product [Cl:18][C:3]1[C:2]2[N:1]=[C:24]([NH:23][CH2:22][CH2:21][O:20][CH3:19])[N:12]([CH2:13][C:14]([CH3:15])([OH:16])[CH3:17])[C:11]=2[C:10]2[CH:9]=[CH:8][CH:7]=[CH:6][C:5]=2[N:4]=1, predict the reactants needed to synthesize it. The reactants are: [NH2:1][C:2]1[C:3]([Cl:18])=[N:4][C:5]2[C:10]([C:11]=1[NH:12][CH2:13][C:14]([CH3:17])([OH:16])[CH3:15])=[CH:9][CH:8]=[CH:7][CH:6]=2.[CH3:19][O:20][CH2:21][CH2:22][N:23]=[C:24]=S.